This data is from Forward reaction prediction with 1.9M reactions from USPTO patents (1976-2016). The task is: Predict the product of the given reaction. (1) Given the reactants [C:1]([Si:5]([CH3:24])([CH3:23])[O:6][CH2:7][CH2:8][CH2:9][O:10][C:11]1[CH:12]=[C:13]2[C:17](=[CH:18][CH:19]=1)[N:16]([CH:20]([CH3:22])[CH3:21])[CH:15]=[CH:14]2)([CH3:4])([CH3:3])[CH3:2].N1C(C)=CC=CC=1C.C(Cl)(=O)[C:34](Cl)=[O:35].[CH3:39][OH:40].[CH3:41][O-:42].[Na+], predict the reaction product. The product is: [CH3:39][O:40][C:34](=[O:35])[C:41]([C:14]1[C:13]2[C:17](=[CH:18][CH:19]=[C:11]([O:10][CH2:9][CH2:8][CH2:7][O:6][Si:5]([C:1]([CH3:4])([CH3:2])[CH3:3])([CH3:24])[CH3:23])[CH:12]=2)[N:16]([CH:20]([CH3:21])[CH3:22])[CH:15]=1)=[O:42]. (2) Given the reactants [F:1][C:2]1[CH:10]=[CH:9][C:5]([C:6]([OH:8])=O)=[CH:4][CH:3]=1.[F:11][C:12]1[CH:17]=[C:16]([C:18]2[CH:26]=[C:25]3[C:21]([C:22]([C:27]4[NH:28][C:29]5[CH2:34][CH2:33][NH:32][CH2:31][C:30]=5[N:35]=4)=[N:23][NH:24]3)=[CH:20][CH:19]=2)[C:15]([CH2:36][C:37]([F:40])([F:39])[F:38])=[CH:14][C:13]=1[OH:41], predict the reaction product. The product is: [CH2:27]([NH:28][CH2:29][CH3:30])[CH3:22].[F:11][C:12]1[C:13]([OH:41])=[CH:14][C:15]([CH2:36][C:37]([F:38])([F:39])[F:40])=[C:16]([C:18]2[CH:26]=[C:25]3[C:21]([C:22]([C:27]4[NH:28][C:29]5[CH2:34][CH2:33][N:32]([C:6]([C:5]6[CH:4]=[CH:3][C:2]([F:1])=[CH:10][CH:9]=6)=[O:8])[CH2:31][C:30]=5[N:35]=4)=[N:23][NH:24]3)=[CH:20][CH:19]=2)[CH:17]=1. (3) The product is: [CH3:3][N:4]1[CH:5]=[C:6]([C:12]([OH:14])=[O:13])[C:7]([C:9]([OH:11])=[O:10])=[CH:8]1. Given the reactants [OH-].[Li+].[CH3:3][N:4]1[CH:8]=[C:7]([C:9]([O-:11])=[O:10])[C:6]([C:12]([O:14]CC)=[O:13])=[CH:5]1, predict the reaction product. (4) The product is: [CH3:12][S:11][C:9]1[S:10][C:3]2[C:2]([NH:13][C:14]3[CH:18]=[C:17]([C:19]([CH3:22])([CH3:20])[CH3:21])[Se:16][C:15]=3[C:23]([NH2:25])=[O:24])=[N:7][CH:6]=[N:5][C:4]=2[N:8]=1. Given the reactants Cl[C:2]1[C:3]2[S:10][C:9]([S:11][CH3:12])=[N:8][C:4]=2[N:5]=[CH:6][N:7]=1.[NH2:13][C:14]1[CH:18]=[C:17]([C:19]([CH3:22])([CH3:21])[CH3:20])[Se:16][C:15]=1[C:23]([NH2:25])=[O:24].CN(C=O)C.[OH-].[Na+], predict the reaction product. (5) Given the reactants [C:1]([CH:3]([C:11]1[CH:16]=[CH:15][C:14]([O:17][CH2:18][C:19]2[CH:24]=[CH:23][CH:22]=[CH:21][CH:20]=2)=[CH:13][CH:12]=1)[C:4]1([OH:10])[CH2:9][CH2:8][CH2:7][CH2:6][CH2:5]1)#[N:2].[BH4-].[Na+].II, predict the reaction product. The product is: [NH2:2][CH2:1][CH:3]([C:4]1([OH:10])[CH2:9][CH2:8][CH2:7][CH2:6][CH2:5]1)[C:11]1[CH:12]=[CH:13][C:14]([O:17][CH2:18][C:19]2[CH:20]=[CH:21][CH:22]=[CH:23][CH:24]=2)=[CH:15][CH:16]=1. (6) Given the reactants [Fe:1].[CH2:2]1[C:7](=[O:8])[N:6]([O:9][C:10]([CH2:12][I:13])=[O:11])[C:4](=[O:5])[CH2:3]1, predict the reaction product. The product is: [O-2:5].[Fe+2:1].[CH2:3]1[C:4](=[O:5])[N:6]([O:9][C:10]([CH2:12][I:13])=[O:11])[C:7](=[O:8])[CH2:2]1. (7) Given the reactants O[CH:2]=[C:3]1[C:11]2[C:6](=[CH:7][CH:8]=[CH:9][CH:10]=2)[NH:5][C:4]1=[O:12].[NH2:13][C:14]1[CH:19]=[CH:18][CH:17]=[CH:16][CH:15]=1, predict the reaction product. The product is: [C:14]1([NH:13][CH:2]=[C:3]2[C:11]3[C:6](=[CH:7][CH:8]=[CH:9][CH:10]=3)[NH:5][C:4]2=[O:12])[CH:19]=[CH:18][CH:17]=[CH:16][CH:15]=1. (8) Given the reactants C(=O)([O-])[O-].[K+].[K+].Br[CH2:8][CH:9]1[CH2:11][CH2:10]1.[CH:12]([O:15][C:16]([N:18]1[C:27]2[C:22](=[CH:23][C:24]([C:28]([F:31])([F:30])[F:29])=[CH:25][CH:26]=2)[C@@H:21]([N:32]([CH2:38][C:39]2[CH:44]=[C:43]([C:45]([F:48])([F:47])[F:46])[CH:42]=[C:41]([C:49]([F:52])([F:51])[F:50])[CH:40]=2)[C:33]2[NH:37][N:36]=[N:35][N:34]=2)[CH2:20][C@H:19]1[CH2:53][CH3:54])=[O:17])([CH3:14])[CH3:13].O, predict the reaction product. The product is: [CH:12]([O:15][C:16]([N:18]1[C:27]2[C:22](=[CH:23][C:24]([C:28]([F:31])([F:30])[F:29])=[CH:25][CH:26]=2)[C@@H:21]([N:32]([CH2:38][C:39]2[CH:44]=[C:43]([C:45]([F:46])([F:47])[F:48])[CH:42]=[C:41]([C:49]([F:50])([F:51])[F:52])[CH:40]=2)[C:33]2[N:34]=[N:35][N:36]([CH2:8][CH:9]3[CH2:11][CH2:10]3)[N:37]=2)[CH2:20][C@H:19]1[CH2:53][CH3:54])=[O:17])([CH3:14])[CH3:13]. (9) Given the reactants [C:1]([O:5][CH:6]([C:12]1[C:16]([C:17]2[CH2:22][CH2:21][C:20]([CH3:24])([CH3:23])[CH2:19][CH:18]=2)=[C:15](Cl)[S:14][C:13]=1[CH3:26])[C:7]([O:9][CH2:10][CH3:11])=[O:8])([CH3:4])([CH3:3])[CH3:2].C(N(CC)CC)C, predict the reaction product. The product is: [C:1]([O:5][CH:6]([C:12]1[C:16]([C:17]2[CH2:22][CH2:21][C:20]([CH3:24])([CH3:23])[CH2:19][CH:18]=2)=[CH:15][S:14][C:13]=1[CH3:26])[C:7]([O:9][CH2:10][CH3:11])=[O:8])([CH3:4])([CH3:2])[CH3:3].